Dataset: Forward reaction prediction with 1.9M reactions from USPTO patents (1976-2016). Task: Predict the product of the given reaction. Given the reactants [C:1]1([NH:7][C:8]2[C:13]([CH2:14][OH:15])=[CH:12][CH:11]=[CH:10][N:9]=2)[CH:6]=[CH:5][CH:4]=[CH:3][CH:2]=1, predict the reaction product. The product is: [C:1]1([NH:7][C:8]2[N:9]=[CH:10][CH:11]=[CH:12][C:13]=2[CH:14]=[O:15])[CH:2]=[CH:3][CH:4]=[CH:5][CH:6]=1.